Dataset: Reaction yield outcomes from USPTO patents with 853,638 reactions. Task: Predict the reaction yield, written as a fraction of the theoretical maximum amount of product (1.0 means a 100% yield; for example, 0.34 means a 34% yield). The reactants are [F:1][C:2]1[CH:3]=[C:4]([C:8]2[CH:16]=[CH:15][CH:14]=[C:13]3[C:9]=2[CH2:10][C:11](=[O:17])[NH:12]3)[CH:5]=[CH:6][CH:7]=1.[CH3:18][N:19]([CH3:35])[C@H:20]1[CH2:24][CH2:23][N:22]([C:25]([C:27]2[CH:31]=[C:30]([CH3:32])[NH:29][C:28]=2[CH:33]=O)=[O:26])[CH2:21]1. The catalyst is C(O)C.N1CCCCC1. The product is [CH3:18][N:19]([CH3:35])[C@H:20]1[CH2:24][CH2:23][N:22]([C:25]([C:27]2[CH:31]=[C:30]([CH3:32])[NH:29][C:28]=2[CH:33]=[C:10]2[C:9]3[C:13](=[CH:14][CH:15]=[CH:16][C:8]=3[C:4]3[CH:5]=[CH:6][CH:7]=[C:2]([F:1])[CH:3]=3)[NH:12][C:11]2=[O:17])=[O:26])[CH2:21]1. The yield is 0.530.